Dataset: Reaction yield outcomes from USPTO patents with 853,638 reactions. Task: Predict the reaction yield, written as a fraction of the theoretical maximum amount of product (1.0 means a 100% yield; for example, 0.34 means a 34% yield). (1) The reactants are [F:1][C:2]1[CH:7]=[CH:6][CH:5]=[CH:4][C:3]=1[S:8]([C:11]1[N:12]=[N:13][C:14]([O:17]C)=[CH:15][CH:16]=1)(=[O:10])=[O:9].Cl.[OH-].[Na+]. The catalyst is O. The product is [F:1][C:2]1[CH:7]=[CH:6][CH:5]=[CH:4][C:3]=1[S:8]([C:11]1[CH:16]=[CH:15][C:14](=[O:17])[NH:13][N:12]=1)(=[O:9])=[O:10]. The yield is 0.450. (2) The reactants are [NH:1]1[CH:5]=[C:4]([C:6](=[O:21])[CH2:7]N2CCN(C(OC(C)(C)C)=O)CC2)[N:3]=[CH:2]1.[Cl:22][C:23]1[CH:24]=[C:25]2[C:30](=[CH:31][CH:32]=1)[CH:29]=[C:28]([S:33]([CH2:36][CH2:37][C:38]([OH:40])=O)(=[O:35])=[O:34])[CH:27]=[CH:26]2.F[C:42](F)(F)[C:43](O)=O. No catalyst specified. The product is [Cl:22][C:23]1[CH:24]=[C:25]2[C:30](=[CH:31][CH:32]=1)[CH:29]=[C:28]([S:33]([CH2:36][CH2:37][C:38]([N:1]1[CH2:43][CH2:42][CH:6]([CH2:7][C:6]([C:4]3[N:3]=[CH:2][NH:1][CH:5]=3)=[O:21])[CH2:4][CH2:5]1)=[O:40])(=[O:34])=[O:35])[CH:27]=[CH:26]2. The yield is 0.0140. (3) The reactants are [Br:1][C:2]1[N:7]2[N:8]=[CH:9][N:10]=[C:6]2[C:5](Br)=[N:4][CH:3]=1.[C:12]([SiH2:16][O:17][C:18]([CH3:33])([CH3:32])[C:19]1[CH:20]=[C:21]([NH2:31])[CH:22]=[CH:23][C:24]=1[N:25]1[CH2:30][CH2:29][O:28][CH2:27][CH2:26]1)([CH3:15])([CH3:14])[CH3:13].C(N(C(C)C)C(C)C)C. The catalyst is CC(O)C. The product is [Br:1][C:2]1[N:7]2[N:8]=[CH:9][N:10]=[C:6]2[C:5]([NH:31][C:21]2[CH:22]=[CH:23][C:24]([N:25]3[CH2:26][CH2:27][O:28][CH2:29][CH2:30]3)=[C:19]([C:18]([CH3:33])([CH3:32])[O:17][SiH2:16][C:12]([CH3:15])([CH3:14])[CH3:13])[CH:20]=2)=[N:4][CH:3]=1. The yield is 0.460. (4) The yield is 0.810. The product is [F:1][C:2]1[CH:7]=[CH:6][C:5]([F:8])=[CH:4][C:3]=1[C@H:9]1[CH2:13][CH2:12][CH2:11][N:10]1[C:14]1[CH:15]=[CH:16][C:17]2[N:18]([C:20]([NH:23][C:24](=[O:26])[CH3:25])=[CH:21][N:22]=2)[N:19]=1. The catalyst is C(Cl)Cl. The reactants are [F:1][C:2]1[CH:7]=[CH:6][C:5]([F:8])=[CH:4][C:3]=1[C@H:9]1[CH2:13][CH2:12][CH2:11][N:10]1[C:14]1[CH:15]=[CH:16][C:17]2[N:18]([C:20]([NH2:23])=[CH:21][N:22]=2)[N:19]=1.[C:24](OC(=O)C)(=[O:26])[CH3:25].N1C=CC=CC=1. (5) The reactants are [Li]CCCC.[NH:6]1[CH:10]=[CH:9][CH:8]=[CH:7]1.[F:11][C:12]([F:24])([F:23])[C:13]1[CH:18]=[CH:17][C:16]([S:19](Cl)(=[O:21])=[O:20])=[CH:15][CH:14]=1. The catalyst is C1COCC1.CCOC(C)=O. The product is [F:24][C:12]([F:11])([F:23])[C:13]1[CH:14]=[CH:15][C:16]([S:19]([N:6]2[CH:10]=[CH:9][CH:8]=[CH:7]2)(=[O:21])=[O:20])=[CH:17][CH:18]=1. The yield is 0.870. (6) The reactants are [F:1][C:2]1[CH:3]=[C:4]([C:12]2[C:13]([CH:18]3[CH2:23][CH2:22][N:21](C(OC(C)(C)C)=O)[CH2:20][CH2:19]3)=[N:14][CH:15]=[CH:16][N:17]=2)[CH:5]=[CH:6][C:7]=1[C:8](=[O:11])[NH:9][CH3:10].[ClH:31].O1CCOCC1. The catalyst is CO. The product is [ClH:31].[ClH:31].[ClH:31].[F:1][C:2]1[CH:3]=[C:4]([C:12]2[C:13]([CH:18]3[CH2:23][CH2:22][NH:21][CH2:20][CH2:19]3)=[N:14][CH:15]=[CH:16][N:17]=2)[CH:5]=[CH:6][C:7]=1[C:8]([NH:9][CH3:10])=[O:11]. The yield is 1.00.